Dataset: Peptide-MHC class I binding affinity with 185,985 pairs from IEDB/IMGT. Task: Regression. Given a peptide amino acid sequence and an MHC pseudo amino acid sequence, predict their binding affinity value. This is MHC class I binding data. (1) The peptide sequence is VPHSVFIASA. The MHC is HLA-B51:01 with pseudo-sequence HLA-B51:01. The binding affinity (normalized) is 0. (2) The binding affinity (normalized) is 0.471. The peptide sequence is IEIARTLTL. The MHC is BoLA-HD6 with pseudo-sequence BoLA-HD6. (3) The peptide sequence is LLFRMILNY. The MHC is HLA-A69:01 with pseudo-sequence HLA-A69:01. The binding affinity (normalized) is 0.0847. (4) The peptide sequence is LIPETVPYI. The MHC is HLA-B51:01 with pseudo-sequence HLA-B51:01. The binding affinity (normalized) is 0.361. (5) The peptide sequence is ATSGYRIAY. The MHC is HLA-A26:02 with pseudo-sequence HLA-A26:02. The binding affinity (normalized) is 0.442. (6) The peptide sequence is LLLVRAYWL. The MHC is HLA-A02:01 with pseudo-sequence HLA-A02:01. The binding affinity (normalized) is 0.616. (7) The peptide sequence is HHIPNGVVW. The MHC is HLA-A31:01 with pseudo-sequence HLA-A31:01. The binding affinity (normalized) is 0.0847.